Dataset: Reaction yield outcomes from USPTO patents with 853,638 reactions. Task: Predict the reaction yield, written as a fraction of the theoretical maximum amount of product (1.0 means a 100% yield; for example, 0.34 means a 34% yield). The catalyst is CO. The yield is 0.120. The reactants are C[N:2](C)[CH:3]=[CH:4][C:5]([C:7]1[C:12](=[O:13])[CH:11]=[CH:10][N:9]([C:14]2[CH:19]=[CH:18][CH:17]=[CH:16][C:15]=2[CH3:20])[N:8]=1)=O.[C:22]1([NH:28]N)[CH:27]=[CH:26][CH:25]=[CH:24][CH:23]=1. The product is [CH3:20][C:15]1[CH:16]=[CH:17][CH:18]=[CH:19][C:14]=1[N:9]1[CH:10]=[CH:11][C:12](=[O:13])[C:7]([C:5]2[N:28]([C:22]3[CH:27]=[CH:26][CH:25]=[CH:24][CH:23]=3)[N:2]=[CH:3][CH:4]=2)=[N:8]1.